From a dataset of Catalyst prediction with 721,799 reactions and 888 catalyst types from USPTO. Predict which catalyst facilitates the given reaction. (1) Reactant: [CH2:1]1[O:11][C:4]2([CH2:9][CH2:8][C:7](=[O:10])[CH2:6][CH2:5]2)[O:3][CH2:2]1.[C:12]1([Mg]Br)[CH:17]=[CH:16][CH:15]=[CH:14][CH:13]=1. Product: [C:12]1([C:7]2([OH:10])[CH2:6][CH2:5][C:4]3([O:3][CH2:2][CH2:1][O:11]3)[CH2:9][CH2:8]2)[CH:17]=[CH:16][CH:15]=[CH:14][CH:13]=1. The catalyst class is: 1. (2) Reactant: [N+](C1C=CC(C([O:10][C@H:11]2[CH2:15][CH2:14][N:13]([CH2:16][CH2:17][C:18]3[CH:23]=[CH:22][C:21]4[O:24][CH2:25][O:26][C:20]=4[CH:19]=3)[CH2:12]2)=O)=CC=1)([O-])=O.[OH-].[Na+]. Product: [OH:10][C@H:11]1[CH2:15][CH2:14][N:13]([CH2:16][CH2:17][C:18]2[CH:23]=[CH:22][C:21]3[O:24][CH2:25][O:26][C:20]=3[CH:19]=2)[CH2:12]1. The catalyst class is: 5. (3) Reactant: C([O:5][C:6]([C:8]1([O:11][C:12]2[CH:17]=[CH:16][C:15]([NH:18][C:19](=[O:43])[CH:20]([C:27]3[N:28]([C:36]4[CH:41]=[CH:40][C:39]([Cl:42])=[CH:38][CH:37]=4)[N:29]=[C:30]4[C:35]=3[CH2:34][CH2:33][CH2:32][CH2:31]4)[CH:21]3[CH2:26][CH2:25][CH2:24][CH2:23][CH2:22]3)=[C:14]([F:44])[CH:13]=2)[CH2:10][CH2:9]1)=[O:7])(C)(C)C. Product: [Cl:42][C:39]1[CH:38]=[CH:37][C:36]([N:28]2[C:27]([CH:20]([CH:21]3[CH2:26][CH2:25][CH2:24][CH2:23][CH2:22]3)[C:19]([NH:18][C:15]3[CH:16]=[CH:17][C:12]([O:11][C:8]4([C:6]([OH:7])=[O:5])[CH2:10][CH2:9]4)=[CH:13][C:14]=3[F:44])=[O:43])=[C:35]3[C:30]([CH2:31][CH2:32][CH2:33][CH2:34]3)=[N:29]2)=[CH:41][CH:40]=1. The catalyst class is: 106. (4) Reactant: [NH2:1][C@@H:2]1[C@H:7]([NH:8][C:9]2[N:14]=[C:13]([NH:15][C:16]3[CH:17]=[C:18]([CH3:22])[CH:19]=[CH:20][CH:21]=3)[C:12]3[C:23](=[O:26])[NH:24][CH2:25][C:11]=3[CH:10]=2)[CH2:6][CH2:5][O:4][CH2:3]1.CCN(CC)CC.[C:34](O[C:34]([O:36][C:37]([CH3:40])([CH3:39])[CH3:38])=[O:35])([O:36][C:37]([CH3:40])([CH3:39])[CH3:38])=[O:35]. Product: [O:26]=[C:23]1[C:12]2[C:13]([NH:15][C:16]3[CH:17]=[C:18]([CH3:22])[CH:19]=[CH:20][CH:21]=3)=[N:14][C:9]([NH:8][C@@H:7]3[CH2:6][CH2:5][O:4][CH2:3][C@@H:2]3[NH:1][C:34](=[O:35])[O:36][C:37]([CH3:40])([CH3:39])[CH3:38])=[CH:10][C:11]=2[CH2:25][NH:24]1. The catalyst class is: 2. (5) Reactant: [F:1][C:2]1[CH:10]=[CH:9][CH:8]=[CH:7][C:3]=1[CH2:4][Mg]Br.FC1C=CC=CC=1CBr.[Mg].[CH3:21][CH:22]([CH3:30])[C:23](=[O:29])[C:24]([O:26]CC)=[O:25].[NH4+].[Cl-]. Product: [CH:22]([C@@:23]([OH:29])([CH2:4][C:3]1[CH:7]=[CH:8][CH:9]=[CH:10][C:2]=1[F:1])[C:24]([OH:26])=[O:25])([CH3:30])[CH3:21]. The catalyst class is: 27. (6) Reactant: [NH2:1]/[C:2](/[C:7]#[N:8])=[C:3](\[NH2:6])/[C:4]#[N:5].S(=O)(=O)(O)O.[N:14]([O-])=O.[Na+]. Product: [C:4]([C:3]1[N:6]=[N:14][NH:1][C:2]=1[C:7]#[N:8])#[N:5]. The catalyst class is: 6. (7) Reactant: [CH3:1][C:2]1[C:7]2[N:8]=[C:9]([NH:11][C:12]3[CH:17]=[CH:16][CH:15]=[CH:14][C:13]=3[CH3:18])[O:10][C:6]=2[CH:5]=[C:4]([CH2:19]C(O)=O)[CH:3]=1.F[P-](F)(F)(F)(F)F.N1([O:39][C:40](N(C)C)=[N+:41](C)C)C2N=CC=CC=2N=N1.C(N(C(C)C)CC)(C)C.N[C:57]1[CH:62]=[CH:61][N:60]=[C:59]([CH:63]([CH3:70])[CH2:64][C:65]([O:67][CH2:68][CH3:69])=[O:66])[CH:58]=1. Product: [CH2:68]([O:67][C:65](=[O:66])[CH2:64][CH:63]([C:59]1[CH:58]=[CH:57][C:62]([NH:41][C:40](=[O:39])[CH2:19][C:4]2[CH:3]=[C:2]([CH3:1])[C:7]3[N:8]=[C:9]([NH:11][C:12]4[CH:17]=[CH:16][CH:15]=[CH:14][C:13]=4[CH3:18])[O:10][C:6]=3[CH:5]=2)=[CH:61][N:60]=1)[CH3:70])[CH3:69]. The catalyst class is: 35.